From a dataset of Forward reaction prediction with 1.9M reactions from USPTO patents (1976-2016). Predict the product of the given reaction. (1) Given the reactants [NH2:1][CH2:2][CH2:3][O:4][C:5]1[CH:6]=[C:7]2[C:12](=[CH:13][CH:14]=1)[CH:11]=[C:10]([CH2:15][CH2:16][NH:17][S:18]([CH3:21])(=[O:20])=[O:19])[CH:9]=[CH:8]2.C(N(CC)CC)C.[C:29](Cl)(=[O:31])[CH3:30], predict the reaction product. The product is: [CH3:21][S:18]([NH:17][CH2:16][CH2:15][C:10]1[CH:11]=[C:12]2[C:7](=[CH:8][CH:9]=1)[CH:6]=[C:5]([O:4][CH2:3][CH2:2][NH:1][C:29](=[O:31])[CH3:30])[CH:14]=[CH:13]2)(=[O:20])=[O:19]. (2) Given the reactants [C:1]([C:3]1[C:4]([C:9]2[CH:14]=[CH:13][CH:12]=[CH:11][CH:10]=2)=[N:5][O:6][C:7]=1[CH3:8])#[CH:2].I[C:16]1[CH:21]=[CH:20][C:19]([S:22]([NH2:25])(=[O:24])=[O:23])=[CH:18][CH:17]=1, predict the reaction product. The product is: [CH3:8][C:7]1[O:6][N:5]=[C:4]([C:9]2[CH:14]=[CH:13][CH:12]=[CH:11][CH:10]=2)[C:3]=1[C:1]#[C:2][C:16]1[CH:21]=[CH:20][C:19]([S:22]([NH2:25])(=[O:24])=[O:23])=[CH:18][CH:17]=1. (3) Given the reactants [CH2:1]([O:8][C:9]([N:11]1[CH2:16][C@H:15]([OH:17])[CH2:14][C@@H:13]([O:18][Si:19]([C:22]([CH3:25])([CH3:24])[CH3:23])([CH3:21])[CH3:20])[CH2:12]1)=[O:10])[C:2]1[CH:7]=[CH:6][CH:5]=[CH:4][CH:3]=1.[C:26](O)(=[O:33])[C:27]1[CH:32]=[CH:31][CH:30]=[CH:29][CH:28]=1.N(C(OCC)=O)=NC(OCC)=O.C1(P(C2C=CC=CC=2)C2C=CC=CC=2)C=CC=CC=1, predict the reaction product. The product is: [CH2:1]([O:8][C:9]([N:11]1[CH2:12][C@H:13]([O:18][Si:19]([C:22]([CH3:25])([CH3:24])[CH3:23])([CH3:20])[CH3:21])[CH2:14][C@H:15]([O:17][C:26](=[O:33])[C:27]2[CH:32]=[CH:31][CH:30]=[CH:29][CH:28]=2)[CH2:16]1)=[O:10])[C:2]1[CH:3]=[CH:4][CH:5]=[CH:6][CH:7]=1. (4) Given the reactants C(O[C:6]([NH:8][C@@H:9]1[CH2:14][C@@H:13]([C:15](=[O:19])[N:16]([CH3:18])[CH3:17])[CH2:12][CH2:11][C@@H:10]1[NH:20][C:21]([C:23]1[CH:32]=[CH:31][C:30]2[C:25](=[CH:26][CH:27]=[C:28]([Cl:33])[CH:29]=2)[N:24]=1)=[O:22])=[O:7])(C)(C)C.Cl.[CH3:35][N:36]1[CH2:41][CH2:40][C:39]2[N:42]=[C:43](C([O-])=O)[S:44][C:38]=2[CH2:37]1.[Li+], predict the reaction product. The product is: [ClH:33].[Cl:33][C:28]1[CH:29]=[C:30]2[C:25](=[CH:26][CH:27]=1)[N:24]=[C:23]([C:21]([NH:20][C@H:10]1[CH2:11][CH2:12][C@H:13]([C:15](=[O:19])[N:16]([CH3:18])[CH3:17])[CH2:14][C@H:9]1[NH:8][C:6]([C:43]1[S:44][C:38]3[CH2:37][N:36]([CH3:35])[CH2:41][CH2:40][C:39]=3[N:42]=1)=[O:7])=[O:22])[CH:32]=[CH:31]2. (5) Given the reactants [C:1]([NH:9][C:10]1[N:14]([CH2:15][CH:16]2[CH2:20][CH2:19][CH2:18][N:17]2C(OC(C)(C)C)=O)[C:13]2[CH:28]=[CH:29][CH:30]=[CH:31][C:12]=2[N:11]=1)(=[O:8])[C:2]1[CH:7]=[CH:6][CH:5]=[N:4][CH:3]=1.C(O)(C(F)(F)F)=O.C([O-])(O)=O.[Na+], predict the reaction product. The product is: [NH:17]1[CH2:18][CH2:19][CH2:20][CH:16]1[CH2:15][N:14]1[C:13]2[CH:28]=[CH:29][CH:30]=[CH:31][C:12]=2[N:11]=[C:10]1[NH:9][C:1](=[O:8])[C:2]1[CH:7]=[CH:6][CH:5]=[N:4][CH:3]=1. (6) Given the reactants Br[CH2:2][C:3]([C:5]1[CH:10]=[CH:9][CH:8]=[C:7]([Br:11])[N:6]=1)=[O:4].[NH:12]1[CH2:17][CH2:16][O:15][CH2:14][CH2:13]1, predict the reaction product. The product is: [Br:11][C:7]1[N:6]=[C:5]([C:3](=[O:4])[CH2:2][N:12]2[CH2:17][CH2:16][O:15][CH2:14][CH2:13]2)[CH:10]=[CH:9][CH:8]=1. (7) Given the reactants Br[C:2]1[CH:7]=[CH:6][C:5]([Br:8])=[CH:4][CH:3]=1.[NH:9]1[CH2:14][CH2:13][S:12](=[O:16])(=[O:15])[CH2:11][CH2:10]1.C1C=CC(P(C2C(C3C(P(C4C=CC=CC=4)C4C=CC=CC=4)=CC=C4C=3C=CC=C4)=C3C(C=CC=C3)=CC=2)C2C=CC=CC=2)=CC=1.C([O-])([O-])=O.[Cs+].[Cs+], predict the reaction product. The product is: [Br:8][C:5]1[CH:6]=[CH:7][C:2]([N:9]2[CH2:14][CH2:13][S:12](=[O:16])(=[O:15])[CH2:11][CH2:10]2)=[CH:3][CH:4]=1.